Dataset: hERG Central: cardiac toxicity at 1µM, 10µM, and general inhibition. Task: Predict hERG channel inhibition at various concentrations. (1) The molecule is CCCOc1ccc(N2CC(C(=O)Nc3ccccc3C(=O)NCc3ccco3)CC2=O)cc1. Results: hERG_inhib (hERG inhibition (general)): blocker. (2) The compound is O=C(C1CC(=O)N(c2ccc(F)cc2)C1)N1CCN(c2ccc(F)cc2)CC1. Results: hERG_inhib (hERG inhibition (general)): blocker. (3) The molecule is CCn1c(/C=C/Nc2ccccc2)[n+](CC)c2ccc(C(=O)OCC(F)(F)F)cc21.[I-]. Results: hERG_inhib (hERG inhibition (general)): blocker. (4) The drug is O=C(CCn1c(=O)[nH]c2ccsc2c1=O)N1CCN(c2cccc(Cl)c2)CC1. Results: hERG_inhib (hERG inhibition (general)): blocker. (5) The molecule is COc1ccccc1Nc1c2c(nc3ccc(N)cc13)CCCC2. Results: hERG_inhib (hERG inhibition (general)): blocker. (6) The drug is CCn1c(CNC(=O)COc2ccc(C(C)C)cc2)nnc1SCC(=O)Nc1cc(F)ccc1C. Results: hERG_inhib (hERG inhibition (general)): blocker. (7) The compound is CN(C)CCCNC(=O)/C=C/c1ccc(OCc2c(F)cccc2Cl)cc1. Results: hERG_inhib (hERG inhibition (general)): blocker.